From a dataset of Full USPTO retrosynthesis dataset with 1.9M reactions from patents (1976-2016). Predict the reactants needed to synthesize the given product. (1) The reactants are: [CH3:1][O:2][C:3]1[CH:4]=[C:5]([CH:8]=[CH:9][C:10]=1[O:11][C:12]1[CH:17]=[CH:16][C:15]([C:18]([F:21])([F:20])[F:19])=[CH:14][C:13]=1[N+:22]([O-:24])=[O:23])[CH:6]=O.[S:25]1[CH2:29][C:28](=[O:30])[NH:27][C:26]1=[O:31].C([O-])(=O)C.[Na+].O. Given the product [CH3:1][O:2][C:3]1[CH:4]=[C:5]([CH:8]=[CH:9][C:10]=1[O:11][C:12]1[CH:17]=[CH:16][C:15]([C:18]([F:20])([F:21])[F:19])=[CH:14][C:13]=1[N+:22]([O-:24])=[O:23])[CH:6]=[C:29]1[S:25][C:26](=[O:31])[NH:27][C:28]1=[O:30], predict the reactants needed to synthesize it. (2) Given the product [N:1]1([CH2:9][CH2:10][CH2:11][O:12][C:19]2[CH:20]=[CH:21][C:16]([NH2:13])=[CH:17][CH:18]=2)[CH2:7][CH2:6][CH2:5][CH2:4][CH2:3][CH2:2]1, predict the reactants needed to synthesize it. The reactants are: [NH:1]1[CH2:7][CH2:6][CH2:5][CH2:4][CH2:3][CH2:2]1.Br[CH2:9][CH2:10][CH2:11][OH:12].[N+:13]([C:16]1[CH:21]=[CH:20][C:19](O)=[CH:18][CH:17]=1)([O-])=O. (3) Given the product [C:1]1([N:7]2[CH2:12][CH2:11][N:10]([CH2:14][CH2:15][N:16]3[C:20](=[O:21])[C:19]4=[CH:22][CH:23]=[CH:24][CH:25]=[C:18]4[C:17]3=[O:26])[CH2:9][CH2:8]2)[CH:6]=[CH:5][CH:4]=[CH:3][CH:2]=1, predict the reactants needed to synthesize it. The reactants are: [C:1]1([N:7]2[CH2:12][CH2:11][NH:10][CH2:9][CH2:8]2)[CH:6]=[CH:5][CH:4]=[CH:3][CH:2]=1.Br[CH2:14][CH2:15][N:16]1[C:20](=[O:21])[C:19]2=[CH:22][CH:23]=[CH:24][CH:25]=[C:18]2[C:17]1=[O:26].CCN(CC)CC.C([O-])([O-])=O.[K+].[K+].